Dataset: Reaction yield outcomes from USPTO patents with 853,638 reactions. Task: Predict the reaction yield, written as a fraction of the theoretical maximum amount of product (1.0 means a 100% yield; for example, 0.34 means a 34% yield). (1) The reactants are O[CH2:2][C:3]1[S:7][C:6](=[O:8])[N:5]([CH3:9])[C:4]=1[C:10]1[CH:22]=[N:21][C:20]2[C:19]3[CH:18]=[CH:17][C:16]([C:23]([O:25][CH3:26])=[O:24])=[CH:15][C:14]=3[N:13]([CH:27]([C:34]3[CH:39]=[CH:38][CH:37]=[CH:36][CH:35]=3)[CH:28]3[CH2:33][CH2:32][O:31][CH2:30][CH2:29]3)[C:12]=2[CH:11]=1.C([SiH](CC)CC)C.C(O)(C(F)(F)F)=O. The catalyst is C(Cl)Cl. The product is [CH3:9][N:5]1[C:4]([C:10]2[CH:22]=[N:21][C:20]3[C:19]4[CH:18]=[CH:17][C:16]([C:23]([O:25][CH3:26])=[O:24])=[CH:15][C:14]=4[N:13]([CH:27]([C:34]4[CH:39]=[CH:38][CH:37]=[CH:36][CH:35]=4)[CH:28]4[CH2:29][CH2:30][O:31][CH2:32][CH2:33]4)[C:12]=3[CH:11]=2)=[C:3]([CH3:2])[S:7][C:6]1=[O:8]. The yield is 0.930. (2) The reactants are Br[C:2]1[CH:3]=[C:4]([CH:13]2[O:17][CH2:16][CH2:15][O:14]2)[CH:5]=[C:6]([O:8][C:9]([F:12])([F:11])[F:10])[CH:7]=1.[CH:18]([N:21]1[CH2:26][CH2:25][NH:24][CH2:23][CH2:22]1)([CH3:20])[CH3:19].C1(P(C2C=CC=CC=2)C2C=CC3C(=CC=CC=3)C=2C2C3C(=CC=CC=3)C=CC=2P(C2C=CC=CC=2)C2C=CC=CC=2)C=CC=CC=1.C(=O)([O-])[O-].[Cs+].[Cs+]. The catalyst is C1C=CC(/C=C/C(/C=C/C2C=CC=CC=2)=O)=CC=1.C1C=CC(/C=C/C(/C=C/C2C=CC=CC=2)=O)=CC=1.C1C=CC(/C=C/C(/C=C/C2C=CC=CC=2)=O)=CC=1.[Pd].[Pd].C1(C)C=CC=CC=1. The product is [O:14]1[CH2:15][CH2:16][O:17][CH:13]1[C:4]1[CH:3]=[C:2]([N:24]2[CH2:25][CH2:26][N:21]([CH:18]([CH3:20])[CH3:19])[CH2:22][CH2:23]2)[CH:7]=[C:6]([O:8][C:9]([F:12])([F:11])[F:10])[CH:5]=1. The yield is 0.700. (3) The yield is 0.590. No catalyst specified. The product is [CH3:15][O:8][C:7]([C:2]1[CH:3]=[N:4][CH:5]=[CH:6][N:1]=1)=[O:9]. The reactants are [N:1]1[CH:6]=[CH:5][N:4]=[CH:3][C:2]=1[C:7]([OH:9])=[O:8].OS(O)(=O)=O.[CH3:15]O. (4) The reactants are [F:1][C:2]1[CH:3]=[C:4]([CH:10]([CH3:15])[C:11]([O:13][CH3:14])=[O:12])[CH:5]=[CH:6][C:7]=1[CH:8]=O.[O:16]=[C:17]1[CH2:21][CH2:20][S:19][CH2:18]1. No catalyst specified. The product is [F:1][C:2]1[CH:3]=[C:4]([CH:10]([CH3:15])[C:11]([O:13][CH3:14])=[O:12])[CH:5]=[CH:6][C:7]=1[CH:8]=[C:18]1[C:17](=[O:16])[CH2:21][CH2:20][S:19]1. The yield is 0.520.